This data is from Forward reaction prediction with 1.9M reactions from USPTO patents (1976-2016). The task is: Predict the product of the given reaction. (1) Given the reactants [Br:1][C:2]1[C:3]([C:7]2[CH:12]=[CH:11][CH:10]=[C:9]([N+:13]([O-:15])=[O:14])[CH:8]=2)=[N:4][NH:5][CH:6]=1.[OH-].[Na+].[CH2:18](I)[CH3:19], predict the reaction product. The product is: [Br:1][C:2]1[C:3]([C:7]2[CH:12]=[CH:11][CH:10]=[C:9]([N+:13]([O-:15])=[O:14])[CH:8]=2)=[N:4][N:5]([CH2:18][CH3:19])[CH:6]=1. (2) The product is: [C:2]([CH:4]1[CH2:9][CH2:8][CH2:7][CH2:6][N:5]1[C:18]([C:17]1[CH:21]=[C:13]([CH3:12])[CH:14]=[CH:15][C:16]=1[N:22]1[N:26]=[CH:25][CH:24]=[N:23]1)=[O:19])#[CH:3]. Given the reactants Cl.[C:2]([CH:4]1[CH2:9][CH2:8][CH2:7][CH2:6][NH:5]1)#[CH:3].[OH-].[Na+].[CH3:12][C:13]1[CH:14]=[CH:15][C:16]([N:22]2[N:26]=[CH:25][CH:24]=[N:23]2)=[C:17]([CH:21]=1)[C:18](Cl)=[O:19], predict the reaction product. (3) Given the reactants [OH:1][C:2]1[CH:7]=[CH:6][C:5]([S:8][C:9]2[S:13][C:12]([C:14]([OH:16])=O)=[CH:11][C:10]=2[N+:17]([O-])=O)=[CH:4][CH:3]=1.[NH2:20][C:21]1[CH:26]=[CH:25][CH:24]=[CH:23][CH:22]=1.BrC1C=C(C=CC=1)N, predict the reaction product. The product is: [C:21]1([NH:20][C:14]([C:12]2[S:13][C:9]([S:8][C:5]3[CH:4]=[CH:3][C:2]([OH:1])=[CH:7][CH:6]=3)=[C:10]([NH2:17])[CH:11]=2)=[O:16])[CH:26]=[CH:25][CH:24]=[CH:23][CH:22]=1. (4) Given the reactants C[O:2][C:3](=[O:35])[C:4]([CH3:34])([CH3:33])[CH2:5][C:6]1[CH:11]=[CH:10][C:9]([O:12][CH2:13][CH2:14][CH:15]2[CH2:19][N:18]([CH2:20][C:21]3[CH:26]=[CH:25][C:24]([C:27]([F:30])([F:29])[F:28])=[CH:23][CH:22]=3)[C:17](=[O:31])[N:16]2[CH3:32])=[CH:8][CH:7]=1.[OH-].[Na+].Cl, predict the reaction product. The product is: [CH3:33][C:4]([CH3:34])([CH2:5][C:6]1[CH:7]=[CH:8][C:9]([O:12][CH2:13][CH2:14][CH:15]2[CH2:19][N:18]([CH2:20][C:21]3[CH:22]=[CH:23][C:24]([C:27]([F:28])([F:30])[F:29])=[CH:25][CH:26]=3)[C:17](=[O:31])[N:16]2[CH3:32])=[CH:10][CH:11]=1)[C:3]([OH:35])=[O:2]. (5) Given the reactants [C:1](Cl)(=[O:3])[CH3:2].C(N(CC)CC)C.[CH2:12]([N:14]([CH2:32][CH3:33])[CH2:15][CH2:16][NH:17][C@@H:18]1[CH2:22][CH2:21][N:20]([C:23]2[CH:28]=[CH:27][C:26]([N+:29]([O-:31])=[O:30])=[CH:25][CH:24]=2)[CH2:19]1)[CH3:13].O, predict the reaction product. The product is: [CH2:32]([N:14]([CH2:12][CH3:13])[CH2:15][CH2:16][N:17]([C@@H:18]1[CH2:22][CH2:21][N:20]([C:23]2[CH:28]=[CH:27][C:26]([N+:29]([O-:31])=[O:30])=[CH:25][CH:24]=2)[CH2:19]1)[C:1](=[O:3])[CH3:2])[CH3:33]. (6) Given the reactants Cl[C:2]1[C:11]2[C:6](=[CH:7][C:8]([I:12])=[CH:9][CH:10]=2)[N:5]=[N:4][C:3]=1[C:13]([NH2:15])=[O:14], predict the reaction product. The product is: [I:12][C:8]1[CH:7]=[C:6]2[C:11]([C:2]([NH:4][CH:3]([CH3:13])[CH3:2])=[C:3]([C:13]([NH2:15])=[O:14])[N:4]=[N:5]2)=[CH:10][CH:9]=1. (7) The product is: [CH2:6]([N:11]1[CH2:16][CH2:15][NH:14][CH2:13][CH2:12]1)[CH2:7][CH2:8][C:9]#[CH:10]. Given the reactants CS(O[CH2:6][CH2:7][CH2:8][C:9]#[CH:10])(=O)=O.[NH:11]1[CH2:16][CH2:15][NH:14][CH2:13][CH2:12]1, predict the reaction product.